Dataset: CYP2C19 inhibition data for predicting drug metabolism from PubChem BioAssay. Task: Regression/Classification. Given a drug SMILES string, predict its absorption, distribution, metabolism, or excretion properties. Task type varies by dataset: regression for continuous measurements (e.g., permeability, clearance, half-life) or binary classification for categorical outcomes (e.g., BBB penetration, CYP inhibition). Dataset: cyp2c19_veith. (1) The molecule is Cc1ccc(Cl)cc1N1CCN(S(=O)(=O)c2ccc3c(c2)OCCO3)CC1. The result is 1 (inhibitor). (2) The drug is c1ncc(CC2CCNCC2)[nH]1. The result is 0 (non-inhibitor). (3) The molecule is CC1=CC(=O)C2=C(C)C[C@@H](O)[C@H]3[C@H](C)C(=O)O[C@H]3[C@H]12.O. The result is 0 (non-inhibitor). (4) The drug is C[C@@]12CC[C@@H]3[C@@H]4CCC(=O)C=C4CC[C@@H]3[C@H]1CC[C@H]2OC1(O)C(=O)c2ccccc2C1=O. The result is 0 (non-inhibitor). (5) The molecule is CN(C)c1ccc(/C=N/N2C(=S)SC(C)(C)C2N(O)C(=O)Nc2ccc([N+](=O)[O-])cc2)cc1. The result is 1 (inhibitor). (6) The compound is COc1ccc(-n2cnc3sc(-c4ccccc4)cc3c2=O)cc1. The result is 1 (inhibitor). (7) The result is 1 (inhibitor). The compound is CC(C)CCn1nnnc1C(c1ccc(F)cc1)N1CCN(C(=O)c2ccco2)CC1.